This data is from Experimentally validated miRNA-target interactions with 360,000+ pairs, plus equal number of negative samples. The task is: Binary Classification. Given a miRNA mature sequence and a target amino acid sequence, predict their likelihood of interaction. The miRNA is hsa-miR-5584-3p with sequence UAGUUCUUCCCUUUGCCCAAUU. The protein sequence of the target gene is MPEPAKSAPAPKKGSKKAVTKAQKKDGKKRKRSRKESYSVYVYKVLKQVHPDTGISSKAMGIMNSFVNDIFERIAGEASRLAHYNKRSTITSREIQTAVRLLLPGELAKHAVSEGTKAVTKYTSSK. Result: 0 (no interaction).